From a dataset of Full USPTO retrosynthesis dataset with 1.9M reactions from patents (1976-2016). Predict the reactants needed to synthesize the given product. (1) The reactants are: [C:1]([O:6][CH2:7][CH3:8])(=[O:5])[C:2]([CH3:4])=O.N[N:10]1[C:15]2[CH:16]=[CH:17][CH:18]=[CH:19][C:14]=2[O:13][CH2:12][C@H:11]1[CH:20]1[CH2:25][CH2:24][CH2:23][CH2:22][CH2:21]1.S(=O)(=O)(O)O. Given the product [CH:20]1([C@H:11]2[N:10]3[C:2]([C:1]([O:6][CH2:7][CH3:8])=[O:5])=[CH:4][C:16]4[CH:17]=[CH:18][CH:19]=[C:14]([C:15]=43)[O:13][CH2:12]2)[CH2:21][CH2:22][CH2:23][CH2:24][CH2:25]1, predict the reactants needed to synthesize it. (2) Given the product [F:45][C:2]([F:1])([C@H:6]1[C@H:11]([O:12][CH2:13][C:14]2[CH:15]=[CH:16][CH:17]=[CH:18][CH:19]=2)[C@@H:10]([O:20][CH2:21][C:22]2[CH:27]=[CH:26][CH:25]=[CH:24][CH:23]=2)[C@H:9]([O:28][CH2:29][C:30]2[CH:31]=[CH:32][CH:33]=[CH:34][CH:35]=2)[C@@H:8]([CH2:36][O:37][CH2:38][C:39]2[CH:40]=[CH:41][CH:42]=[CH:43][CH:44]=2)[O:7]1)[CH2:3][OH:4], predict the reactants needed to synthesize it. The reactants are: [F:1][C:2]([F:45])([CH:6]1[C@H:11]([O:12][CH2:13][C:14]2[CH:19]=[CH:18][CH:17]=[CH:16][CH:15]=2)[C@@H:10]([O:20][CH2:21][C:22]2[CH:27]=[CH:26][CH:25]=[CH:24][CH:23]=2)[C@H:9]([O:28][CH2:29][C:30]2[CH:35]=[CH:34][CH:33]=[CH:32][CH:31]=2)[C@@H:8]([CH2:36][O:37][CH2:38][C:39]2[CH:44]=[CH:43][CH:42]=[CH:41][CH:40]=2)[O:7]1)[C:3](O)=[O:4]. (3) Given the product [O:32]=[C:28]1[CH2:29][CH2:30][CH2:31][N:27]1[C:2]1[CH:7]=[CH:6][C:5]([CH2:8][C:9]2[CH:26]=[CH:25][C:12]3[CH2:13][CH2:14][N:15]([C:18]([O:20][C:21]([CH3:24])([CH3:23])[CH3:22])=[O:19])[CH2:16][CH2:17][C:11]=3[CH:10]=2)=[CH:4][CH:3]=1, predict the reactants needed to synthesize it. The reactants are: Br[C:2]1[CH:7]=[CH:6][C:5]([CH2:8][C:9]2[CH:26]=[CH:25][C:12]3[CH2:13][CH2:14][N:15]([C:18]([O:20][C:21]([CH3:24])([CH3:23])[CH3:22])=[O:19])[CH2:16][CH2:17][C:11]=3[CH:10]=2)=[CH:4][CH:3]=1.[NH:27]1[CH2:31][CH2:30][CH2:29][C:28]1=[O:32].C(=O)([O-])[O-].[K+].[K+].CC(N)C(C)N. (4) Given the product [Br:1][C:2]1[CH:7]=[CH:6][C:5]([NH:8][N:9]=[C:10]([C:11]2[C:16]([F:17])=[CH:15][CH:14]=[CH:13][C:12]=2[Cl:18])[NH2:20])=[CH:4][CH:3]=1, predict the reactants needed to synthesize it. The reactants are: [Br:1][C:2]1[CH:7]=[CH:6][C:5]([NH:8][N:9]=[C:10](Cl)[C:11]2[C:16]([F:17])=[CH:15][CH:14]=[CH:13][C:12]=2[Cl:18])=[CH:4][CH:3]=1.[NH3:20]. (5) The reactants are: Cl.[CH3:2][C:3]1[N:4]=[C:5]([C:13]2[CH:18]=[CH:17][CH:16]=[CH:15][CH:14]=2)[N:6]2[C:11]=1[CH:10]=[N:9][C:8]([NH2:12])=[N:7]2.Br[C:20]1[CH:21]=[C:22]([CH2:26][CH2:27][S:28]([OH:31])(=[O:30])=[O:29])[CH:23]=[CH:24][CH:25]=1.C(P(C(C)(C)C)C1C=CC=CC=1C1C=CC=CC=1)(C)(C)C.CC(C)([O-])C.[Na+]. Given the product [CH3:2][C:3]1[N:4]=[C:5]([C:13]2[CH:14]=[CH:15][CH:16]=[CH:17][CH:18]=2)[N:6]2[C:11]=1[CH:10]=[N:9][C:8]([NH:12][C:20]1[CH:21]=[C:22]([CH2:26][CH2:27][S:28]([OH:31])(=[O:30])=[O:29])[CH:23]=[CH:24][CH:25]=1)=[N:7]2, predict the reactants needed to synthesize it. (6) Given the product [CH3:10][C:9]([OH:48])([C:11]1[CH:12]=[CH:13][CH:14]=[CH:15][C:16]=1[CH2:17][CH2:18][C@@H:19]([S:39][CH2:40][C:41]1([CH2:44][C:45]([OH:47])=[O:46])[CH2:42][CH2:43]1)[C:20]1[CH:21]=[CH:22][CH:23]=[C:24](/[CH:26]=[CH:27]/[C:28]2[CH:29]=[CH:30][C:31]3[CH:32]=[CH:33][C:34]([Cl:38])=[CH:35][C:36]=3[N:37]=2)[CH:25]=1)[CH3:8].[CH:1]1([NH2:7])[CH2:6][CH2:5][CH2:4][CH2:3][CH2:2]1, predict the reactants needed to synthesize it. The reactants are: [CH:1]1([NH2:7])[CH2:6][CH2:5][CH2:4][CH2:3][CH2:2]1.[CH3:8][C:9]([OH:48])([C:11]1[CH:12]=[CH:13][CH:14]=[CH:15][C:16]=1[CH2:17][CH2:18][C@@H:19]([S:39][CH2:40][C:41]1([CH2:44][C:45]([OH:47])=[O:46])[CH2:43][CH2:42]1)[C:20]1[CH:21]=[CH:22][CH:23]=[C:24](/[CH:26]=[CH:27]/[C:28]2[CH:29]=[CH:30][C:31]3[CH:32]=[CH:33][C:34]([Cl:38])=[CH:35][C:36]=3[N:37]=2)[CH:25]=1)[CH3:10].